Task: Predict the product of the given reaction.. Dataset: Forward reaction prediction with 1.9M reactions from USPTO patents (1976-2016) (1) Given the reactants C([O:5][C:6](=[O:28])[CH2:7][N:8]1[C:12]2[CH:13]=[CH:14][CH:15]=[CH:16][C:11]=2[N:10]=[C:9]1[S:17][CH2:18][CH2:19][O:20][C:21]1[CH:26]=[CH:25][C:24]([Cl:27])=[CH:23][CH:22]=1)(C)(C)C, predict the reaction product. The product is: [Cl:27][C:24]1[CH:25]=[CH:26][C:21]([O:20][CH2:19][CH2:18][S:17][C:9]2[N:8]([CH2:7][C:6]([OH:28])=[O:5])[C:12]3[CH:13]=[CH:14][CH:15]=[CH:16][C:11]=3[N:10]=2)=[CH:22][CH:23]=1. (2) Given the reactants [CH2:1]([O:3][C:4]([C:6]1[C:10]2[CH2:11][N:12](C(=O)C)[CH2:13][CH2:14][C:9]=2[O:8][N:7]=1)=[O:5])[CH3:2].[ClH:18], predict the reaction product. The product is: [ClH:18].[CH2:1]([O:3][C:4]([C:6]1[C:10]2[CH2:11][NH:12][CH2:13][CH2:14][C:9]=2[O:8][N:7]=1)=[O:5])[CH3:2].